This data is from Merck oncology drug combination screen with 23,052 pairs across 39 cell lines. The task is: Regression. Given two drug SMILES strings and cell line genomic features, predict the synergy score measuring deviation from expected non-interaction effect. Drug 1: Nc1ccn(C2OC(CO)C(O)C2(F)F)c(=O)n1. Drug 2: Cn1c(=O)n(-c2ccc(C(C)(C)C#N)cc2)c2c3cc(-c4cnc5ccccc5c4)ccc3ncc21. Cell line: NCIH520. Synergy scores: synergy=6.11.